Dataset: Forward reaction prediction with 1.9M reactions from USPTO patents (1976-2016). Task: Predict the product of the given reaction. (1) Given the reactants C(N(C(C)C)C(C)C)C.[F:10][C:11]([F:20])([F:19])[C:12]1[CH:13]=[C:14]([SH:18])[CH:15]=[CH:16][CH:17]=1.Br[C:22]1[CH:29]=[CH:28][C:25]([CH:26]=[O:27])=[C:24]([F:30])[CH:23]=1.O, predict the reaction product. The product is: [F:30][C:24]1[CH:23]=[C:22]([S:18][C:14]2[CH:15]=[CH:16][CH:17]=[C:12]([C:11]([F:10])([F:19])[F:20])[CH:13]=2)[CH:29]=[CH:28][C:25]=1[CH:26]=[O:27]. (2) Given the reactants C([O:4][CH2:5][C@H:6]([N:8]1[CH:17]=[CH:16][C:15]2[C:10](=[CH:11][CH:12]=[C:13]([Cl:33])[C:14]=2[C:18](=[O:32])[NH:19][CH2:20][C:21]2[CH:26]=[CH:25][C:24]([C:27]([F:30])([F:29])[F:28])=[C:23]([F:31])[CH:22]=2)[C:9]1=[O:34])[CH3:7])(=O)C.C(=O)([O-])[O-].[K+].[K+].CO, predict the reaction product. The product is: [Cl:33][C:13]1[CH:12]=[CH:11][C:10]2[C:9](=[O:34])[N:8]([C@H:6]([CH3:7])[CH2:5][OH:4])[CH:17]=[CH:16][C:15]=2[C:14]=1[C:18]([NH:19][CH2:20][C:21]1[CH:26]=[CH:25][C:24]([C:27]([F:28])([F:29])[F:30])=[C:23]([F:31])[CH:22]=1)=[O:32]. (3) Given the reactants [CH3:1][O:2][C:3](=[O:16])[C:4]1[CH:13]=[C:12]([F:14])[C:7]([C:8]([O:10][CH3:11])=[O:9])=[CH:6][C:5]=1[NH2:15].Br[C:18]1[CH:23]=[CH:22][CH:21]=[CH:20][CH:19]=1.C(=O)([O-])[O-].[Cs+].[Cs+], predict the reaction product. The product is: [CH3:11][O:10][C:8](=[O:9])[C:7]1[CH:6]=[C:5]([NH:15][C:18]2[CH:23]=[CH:22][CH:21]=[CH:20][CH:19]=2)[C:4]([C:3]([O:2][CH3:1])=[O:16])=[CH:13][C:12]=1[F:14]. (4) Given the reactants Cl.[F:2][C:3]1[CH:8]=[CH:7][CH:6]=[C:5]([F:9])[C:4]=1[C:10]1[N:15]=[C:14]([C:16]([NH:18][C:19]2[CH:20]=[N:21][CH:22]=[CH:23][C:24]=2[C@H:25]2[CH2:30][C@@H:29]([NH:31]C(=O)OC(C)(C)C)[C@H:28]([S:39][CH3:40])[C@@H:27]([CH3:41])[CH2:26]2)=[O:17])[CH:13]=[CH:12][C:11]=1[F:42], predict the reaction product. The product is: [NH2:31][C@H:29]1[C@H:28]([S:39][CH3:40])[C@@H:27]([CH3:41])[CH2:26][C@@H:25]([C:24]2[CH:23]=[CH:22][N:21]=[CH:20][C:19]=2[NH:18][C:16](=[O:17])[C:14]2[CH:13]=[CH:12][C:11]([F:42])=[C:10]([C:4]3[C:3]([F:2])=[CH:8][CH:7]=[CH:6][C:5]=3[F:9])[N:15]=2)[CH2:30]1. (5) Given the reactants [O:1]([C:8]1[CH:19]=[CH:18][C:11]([O:12][C:13]2[S:14][CH:15]=[CH:16][N:17]=2)=[CH:10][CH:9]=1)[C:2]1[CH:7]=[CH:6][CH:5]=[CH:4][CH:3]=1.[Li]CCCC.CCCCCC.[I:31]I, predict the reaction product. The product is: [I:31][C:15]1[S:14][C:13]([O:12][C:11]2[CH:18]=[CH:19][C:8]([O:1][C:2]3[CH:3]=[CH:4][CH:5]=[CH:6][CH:7]=3)=[CH:9][CH:10]=2)=[N:17][CH:16]=1. (6) The product is: [CH2:27]([C:26]1([CH2:25][CH2:36][CH2:35][CH2:34][CH2:33][C:32]([C:13]2[N:14]([CH2:16][O:17][CH2:18][CH2:19][Si:20]([CH3:23])([CH3:22])[CH3:21])[CH:15]=[C:11]([C:2]3[CH:3]=[CH:4][C:5]4[C:10](=[CH:9][CH:8]=[CH:7][CH:6]=4)[CH:1]=3)[N:12]=2)=[O:38])[O:40][CH2:41][CH2:45][O:44]1)[CH3:28]. Given the reactants [CH:1]1[C:10]2[C:5](=[CH:6][CH:7]=[CH:8][CH:9]=2)[CH:4]=[CH:3][C:2]=1[C:11]1[N:12]=[CH:13][N:14]([CH2:16][O:17][CH2:18][CH2:19][Si:20]([CH3:23])([CH3:22])[CH3:21])[CH:15]=1.[Li][CH2:25][CH2:26][CH2:27][CH3:28].CON(C)[C:32](=[O:38])[CH2:33][CH2:34][CH2:35][CH2:36]C.[OH2:40].[CH2:41]1[CH2:45][O:44]CC1, predict the reaction product. (7) Given the reactants C([Li])CCC.[C:6]1([C:12]([C:15]2[CH:20]=[CH:19][CH:18]=[CH:17][CH:16]=2)=[CH:13]Br)[CH:11]=[CH:10][CH:9]=[CH:8][CH:7]=1.[B:21]([O-])([O-:27])[O:22]CCCC.Cl, predict the reaction product. The product is: [C:6]1([C:12]([C:15]2[CH:20]=[CH:19][CH:18]=[CH:17][CH:16]=2)=[CH:13][B:21]([OH:27])[OH:22])[CH:11]=[CH:10][CH:9]=[CH:8][CH:7]=1. (8) Given the reactants [Cl:1][C:2]1[CH:11]=[CH:10][CH:9]=[C:8]([N:12]2[CH2:17][CH2:16][O:15][CH2:14][CH2:13]2)[C:3]=1[C:4]([O:6]C)=[O:5].[OH-].[K+].C1COCC1.Cl, predict the reaction product. The product is: [Cl:1][C:2]1[CH:11]=[CH:10][CH:9]=[C:8]([N:12]2[CH2:13][CH2:14][O:15][CH2:16][CH2:17]2)[C:3]=1[C:4]([OH:6])=[O:5]. (9) Given the reactants [C:1]1([CH2:7][O:8][C:9]2[CH:10]=[C:11]3[C:15](=[CH:16][CH:17]=2)[N:14]([S:18]([C:21]2[CH:26]=[CH:25][CH:24]=[CH:23][CH:22]=2)(=[O:20])=[O:19])[C:13]([CH2:27][CH2:28][CH3:29])=[CH:12]3)[CH:6]=[CH:5][CH:4]=[CH:3][CH:2]=1.[Br:30]Br.O, predict the reaction product. The product is: [Br:30][C:10]1[C:9]([O:8][CH2:7][C:1]2[CH:2]=[CH:3][CH:4]=[CH:5][CH:6]=2)=[CH:17][CH:16]=[C:15]2[C:11]=1[CH:12]=[C:13]([CH2:27][CH2:28][CH3:29])[N:14]2[S:18]([C:21]1[CH:26]=[CH:25][CH:24]=[CH:23][CH:22]=1)(=[O:20])=[O:19]. (10) Given the reactants C(N(CC)CC)C.[CH3:8][C:9](OC(C)=O)=[O:10].[CH3:15][O:16][C:17]1[N:22]=[CH:21][C:20]([NH:23][C:24]2[C:29]([C:30]3[N:38]=[C:37]([CH3:39])[N:36]=[C:35]4[C:31]=3[N:32]=[CH:33][NH:34]4)=[CH:28][C:27]([CH2:40][N:41]3[CH2:46][CH2:45][NH:44][CH2:43][CH2:42]3)=[CH:26][N:25]=2)=[CH:19][CH:18]=1.C(Cl)Cl, predict the reaction product. The product is: [CH3:15][O:16][C:17]1[N:22]=[CH:21][C:20]([NH:23][C:24]2[N:25]=[CH:26][C:27]([CH2:40][N:41]3[CH2:42][CH2:43][N:44]([C:9](=[O:10])[CH3:8])[CH2:45][CH2:46]3)=[CH:28][C:29]=2[C:30]2[N:38]=[C:37]([CH3:39])[N:36]=[C:35]3[C:31]=2[N:32]=[CH:33][NH:34]3)=[CH:19][CH:18]=1.